This data is from Peptide-MHC class I binding affinity with 185,985 pairs from IEDB/IMGT. The task is: Regression. Given a peptide amino acid sequence and an MHC pseudo amino acid sequence, predict their binding affinity value. This is MHC class I binding data. (1) The peptide sequence is LTGVEAVMY. The MHC is HLA-A29:02 with pseudo-sequence HLA-A29:02. The binding affinity (normalized) is 0.784. (2) The peptide sequence is YTGPDHQEW. The MHC is HLA-A69:01 with pseudo-sequence HLA-A69:01. The binding affinity (normalized) is 0.0847.